From a dataset of Peptide-MHC class II binding affinity with 134,281 pairs from IEDB. Regression. Given a peptide amino acid sequence and an MHC pseudo amino acid sequence, predict their binding affinity value. This is MHC class II binding data. (1) The peptide sequence is EFGKAKGSRAIWYMW. The MHC is DRB5_0101 with pseudo-sequence DRB5_0101. The binding affinity (normalized) is 0.419. (2) The peptide sequence is PGMAKIPAGELQIID. The MHC is HLA-DPA10103-DPB10301 with pseudo-sequence HLA-DPA10103-DPB10301. The binding affinity (normalized) is 0. (3) The peptide sequence is FIGYGKATLECQVQTKK. The MHC is DRB1_1301 with pseudo-sequence DRB1_1301. The binding affinity (normalized) is 0.492. (4) The MHC is DRB1_0301 with pseudo-sequence DRB1_0301. The peptide sequence is DTGGLIDSPSINLDVRKQYK. The binding affinity (normalized) is 1.00. (5) The peptide sequence is GWYRPPFSRVVHLYR. The MHC is DRB1_0901 with pseudo-sequence DRB1_0901. The binding affinity (normalized) is 0.464.